Dataset: Catalyst prediction with 721,799 reactions and 888 catalyst types from USPTO. Task: Predict which catalyst facilitates the given reaction. (1) Reactant: Br[CH2:2][CH2:3][O:4][C:5]1[C:10]([CH3:11])=[CH:9][C:8]([C:12]2[NH:21][C:20](=[O:22])[C:19]3[C:14](=[CH:15][C:16]([O:25][CH3:26])=[CH:17][C:18]=3[O:23][CH3:24])[N:13]=2)=[CH:7][C:6]=1[CH3:27].[NH:28]1[CH2:31][CH2:30][CH2:29]1. Product: [N:28]1([CH2:2][CH2:3][O:4][C:5]2[C:10]([CH3:11])=[CH:9][C:8]([C:12]3[NH:21][C:20](=[O:22])[C:19]4[C:14](=[CH:15][C:16]([O:25][CH3:26])=[CH:17][C:18]=4[O:23][CH3:24])[N:13]=3)=[CH:7][C:6]=2[CH3:27])[CH2:31][CH2:30][CH2:29]1. The catalyst class is: 3. (2) Reactant: C(N(CC)CC)C.Cl.[CH2:9]([O:16][NH2:17])[C:10]1[CH:15]=[CH:14][CH:13]=[CH:12][CH:11]=1.[Br:18][CH2:19][CH2:20][CH2:21][CH2:22][CH2:23][CH2:24][CH2:25][C:26](O)=[O:27].O=C1N(P(Cl)(N2CCOC2=O)=O)CCO1. Product: [CH2:9]([O:16][NH:17][C:26](=[O:27])[CH2:25][CH2:24][CH2:23][CH2:22][CH2:21][CH2:20][CH2:19][Br:18])[C:10]1[CH:15]=[CH:14][CH:13]=[CH:12][CH:11]=1. The catalyst class is: 4. (3) Reactant: [CH3:1][N:2]([CH3:32])[C:3]1[CH:8]=[C:7]([C:9]2[CH:10]=[N:11][N:12]([C:16]3[CH:31]=[CH:30][C:19]([C:20]([NH:22][CH2:23][CH:24]4[CH2:29][CH2:28][O:27][CH2:26][CH2:25]4)=[O:21])=[CH:18][N:17]=3)[C:13]=2[O:14]C)[CH:6]=[CH:5][N:4]=1.[Cl-].[Li+].CC(N(C)C)=O. Product: [CH3:1][N:2]([CH3:32])[C:3]1[CH:8]=[C:7]([C:9]2[CH:10]=[N:11][N:12]([C:16]3[CH:31]=[CH:30][C:19]([C:20]([NH:22][CH2:23][CH:24]4[CH2:29][CH2:28][O:27][CH2:26][CH2:25]4)=[O:21])=[CH:18][N:17]=3)[C:13]=2[OH:14])[CH:6]=[CH:5][N:4]=1. The catalyst class is: 16. (4) Reactant: [F:1][CH:2]([F:11])[C:3]([C:5]1[CH:10]=[CH:9][CH:8]=[CH:7][CH:6]=1)=O.[Li+].C[Si]([N-:17][Si](C)(C)C)(C)C.[OH-].[Na+].CO. Product: [F:1][CH:2]([F:11])[CH:3]([C:5]1[CH:10]=[CH:9][CH:8]=[CH:7][CH:6]=1)[NH2:17]. The catalyst class is: 11.